From a dataset of Reaction yield outcomes from USPTO patents with 853,638 reactions. Predict the reaction yield, written as a fraction of the theoretical maximum amount of product (1.0 means a 100% yield; for example, 0.34 means a 34% yield). (1) The reactants are [O:1]1[C:5]2[CH:6]=[CH:7][CH:8]=[CH:9][C:4]=2[CH:3]=[C:2]1[C:10]1[CH:44]=[CH:43][C:13]([C:14]([NH:16][S:17]([C:20]2[CH:25]=[CH:24][C:23]([CH2:26][O:27][Si](C(C)(C)C)(C)C)=[CH:22][C:21]=2[S:35](=[O:42])(=[O:41])[NH:36]C(C)(C)C)(=[O:19])=[O:18])=[O:15])=[CH:12][CH:11]=1.FC(F)(F)C(O)=O. No catalyst specified. The product is [O:1]1[C:5]2[CH:6]=[CH:7][CH:8]=[CH:9][C:4]=2[CH:3]=[C:2]1[C:10]1[CH:11]=[CH:12][C:13]([C:14]([NH:16][S:17]([C:20]2[CH:25]=[CH:24][C:23]([CH2:26][OH:27])=[CH:22][C:21]=2[S:35](=[O:42])(=[O:41])[NH2:36])(=[O:18])=[O:19])=[O:15])=[CH:43][CH:44]=1. The yield is 0.760. (2) The reactants are I(O)(O)(O)(O)(O)=[O:2].[OH:8][C@@H:9]1[C@H:25]2[C@@H:16]([CH2:17][CH2:18][C:19]3[C@:24]2([CH3:26])[CH2:23][CH2:22][C:21](=[O:27])[CH:20]=3)[C@H:15]2[C@@:11]([CH3:33])([C@@:12]([OH:32])([C:28](=[O:31])CO)[CH2:13][CH2:14]2)[CH2:10]1. The catalyst is O.C1COCC1.[OH-].[Na+]. The product is [OH:8][C@@H:9]1[C@H:25]2[C@@H:16]([CH2:17][CH2:18][C:19]3[C@:24]2([CH3:26])[CH2:23][CH2:22][C:21](=[O:27])[CH:20]=3)[C@H:15]2[C@@:11]([CH3:33])([C@@:12]([OH:32])([C:28]([OH:2])=[O:31])[CH2:13][CH2:14]2)[CH2:10]1. The yield is 0.950. (3) The reactants are [N:1]1([C:14]([O:16][C:17]([CH3:20])([CH3:19])[CH3:18])=[O:15])[CH2:6][CH2:5][N:4]([C:7](OC(Cl)(Cl)Cl)=[O:8])[CH2:3][CH2:2]1.O.[NH2:22][NH2:23].CCOC(C)=O. The catalyst is C1COCC1.[Cl-].[Na+]. The product is [NH:22]([C:7]([N:4]1[CH2:5][CH2:6][N:1]([C:14]([O:16][C:17]([CH3:20])([CH3:19])[CH3:18])=[O:15])[CH2:2][CH2:3]1)=[O:8])[NH2:23]. The yield is 0.400. (4) The reactants are C[O:2][C:3]1[C:8]([C:9]2[CH:14]=[CH:13][C:12]([O:15][C:16]3[CH:21]=[CH:20][N:19]=[C:18]([C:22]4[CH:23]=[N:24][N:25]([CH3:27])[CH:26]=4)[CH:17]=3)=[C:11]([CH3:28])[N:10]=2)=[CH:7][N:6]=[C:5]([NH:29][CH:30]2[CH2:35][CH2:34][O:33][CH2:32][CH2:31]2)[N:4]=1.[Si](I)(C)(C)C.[O-]S([O-])(=S)=O.[Na+].[Na+].C1COCC1.CCOC(C)=O. The catalyst is ClCCCl. The product is [CH3:28][C:11]1[N:10]=[C:9]([C:8]2[C:3](=[O:2])[NH:4][C:5]([NH:29][CH:30]3[CH2:31][CH2:32][O:33][CH2:34][CH2:35]3)=[N:6][CH:7]=2)[CH:14]=[CH:13][C:12]=1[O:15][C:16]1[CH:21]=[CH:20][N:19]=[C:18]([C:22]2[CH:23]=[N:24][N:25]([CH3:27])[CH:26]=2)[CH:17]=1. The yield is 0.0600. (5) The reactants are I.[Br:2][C:3]1[CH:4]=[C:5]([Cl:16])[CH:6]=[C:7]2[C:12]=1[N:11]=[C:10](SC)[NH:9][CH:8]2[CH3:15].[O:17]([CH2:24][CH2:25][NH2:26])[C:18]1[CH:23]=[CH:22][CH:21]=[CH:20][CH:19]=1.[OH-].[Na+].C(Cl)Cl. The catalyst is C(#N)C.OO. The product is [Br:2][C:3]1[CH:4]=[C:5]([Cl:16])[CH:6]=[C:7]2[C:12]=1[N:11]=[C:10]([NH:26][CH2:25][CH2:24][O:17][C:18]1[CH:23]=[CH:22][CH:21]=[CH:20][CH:19]=1)[NH:9][CH:8]2[CH3:15]. The yield is 0.470. (6) The reactants are [Si:1]([O:8][C:9]1[CH:10]=[C:11]2[C:16](=[CH:17][CH:18]=1)[CH:15]=[C:14]([CH:19]=O)[CH:13]=[CH:12]2)([C:4]([CH3:7])([CH3:6])[CH3:5])([CH3:3])[CH3:2].CC(O)=O.[NH:25]1[CH2:28][CH:27]([C:29]([O:31][CH3:32])=[O:30])[CH2:26]1.[BH3-]C#N.[Na+]. The catalyst is ClCCCl. The product is [Si:1]([O:8][C:9]1[CH:10]=[C:11]2[C:16](=[CH:17][CH:18]=1)[CH:15]=[C:14]([CH2:19][N:25]1[CH2:28][CH:27]([C:29]([O:31][CH3:32])=[O:30])[CH2:26]1)[CH:13]=[CH:12]2)([C:4]([CH3:7])([CH3:6])[CH3:5])([CH3:2])[CH3:3]. The yield is 0.500. (7) The reactants are Br[C:2]1[CH:7]=[CH:6][CH:5]=[CH:4][C:3]=1[CH2:8][CH2:9][C:10]([N:12]([CH:22]([CH3:24])[CH3:23])[NH:13][C:14](=[O:21])[C:15]1[CH:20]=[CH:19][CH:18]=[CH:17][CH:16]=1)=[O:11].C([O-])([O-])=O.[Na+].[Na+].[F:31][C:32]1[CH:37]=[CH:36][CH:35]=[CH:34][C:33]=1B(O)O. The catalyst is COCCOC. The product is [F:31][C:32]1[CH:37]=[CH:36][CH:35]=[CH:34][C:33]=1[C:2]1[CH:7]=[CH:6][CH:5]=[CH:4][C:3]=1[CH2:8][CH2:9][C:10]([N:12]([CH:22]([CH3:24])[CH3:23])[NH:13][C:14](=[O:21])[C:15]1[CH:20]=[CH:19][CH:18]=[CH:17][CH:16]=1)=[O:11]. The yield is 0.250.